From a dataset of Reaction yield outcomes from USPTO patents with 853,638 reactions. Predict the reaction yield, written as a fraction of the theoretical maximum amount of product (1.0 means a 100% yield; for example, 0.34 means a 34% yield). (1) The reactants are [F:1][C:2]1[CH:3]=[CH:4][C:5]([O:31][CH3:32])=[C:6]([C:8]([CH3:30])([CH3:29])[CH2:9][C:10]([OH:28])([C:24]([F:27])([F:26])[F:25])[CH2:11][C:12]2[NH:13][C:14]3[CH:15]=[CH:16][CH:17]=[C:18]([C:21]([NH2:23])=O)[C:19]=3[CH:20]=2)[CH:7]=1.N1C(Cl)=NC(Cl)=NC=1Cl.C(=O)(O)[O-].[Na+]. The catalyst is CN(C=O)C. The product is [F:1][C:2]1[CH:3]=[CH:4][C:5]([O:31][CH3:32])=[C:6]([C:8]([CH3:29])([CH3:30])[CH2:9][C:10]([OH:28])([C:24]([F:26])([F:27])[F:25])[CH2:11][C:12]2[NH:13][C:14]3[CH:15]=[CH:16][CH:17]=[C:18]([C:21]#[N:23])[C:19]=3[CH:20]=2)[CH:7]=1. The yield is 0.360. (2) The reactants are Br[C:2]1[C:3]2[N:4]([C:8]([CH2:11][C:12]([CH3:17])([N+:14]([O-:16])=[O:15])[CH3:13])=[CH:9][N:10]=2)[CH:5]=[CH:6][CH:7]=1.C(=O)([O-])[O-].[Na+].[Na+].[S:24]1[CH:28]=[CH:27][CH:26]=[C:25]1B(O)O. The catalyst is C1C=CC([P]([Pd]([P](C2C=CC=CC=2)(C2C=CC=CC=2)C2C=CC=CC=2)([P](C2C=CC=CC=2)(C2C=CC=CC=2)C2C=CC=CC=2)[P](C2C=CC=CC=2)(C2C=CC=CC=2)C2C=CC=CC=2)(C2C=CC=CC=2)C2C=CC=CC=2)=CC=1.O1CCOCC1. The product is [CH3:13][C:12]([N+:14]([O-:16])=[O:15])([CH3:17])[CH2:11][C:8]1[N:4]2[CH:5]=[CH:6][CH:7]=[C:2]([C:25]3[S:24][CH:28]=[CH:27][CH:26]=3)[C:3]2=[N:10][CH:9]=1. The yield is 1.00.